This data is from Catalyst prediction with 721,799 reactions and 888 catalyst types from USPTO. The task is: Predict which catalyst facilitates the given reaction. Reactant: [Cl:1][C:2]1[CH:7]=[CH:6][C:5]([C:8]([C:16]2[CH:17]=[C:18]3[C:23](=[CH:24][CH:25]=2)[N:22]=[C:21](Cl)[C:20]([C:27]2[CH:32]=[CH:31][CH:30]=[CH:29][CH:28]=2)=[C:19]3[Cl:33])([C:10]2[N:14]([CH3:15])[CH:13]=[N:12][CH:11]=2)[OH:9])=[CH:4][CH:3]=1.[CH3:34][O:35][CH2:36][CH2:37][OH:38].C1(C)C=CC=CC=1.[H-].[Na+]. Product: [Cl:33][C:19]1[C:18]2[C:23](=[CH:24][CH:25]=[C:16]([C:8]([C:5]3[CH:4]=[CH:3][C:2]([Cl:1])=[CH:7][CH:6]=3)([C:10]3[N:14]([CH3:15])[CH:13]=[N:12][CH:11]=3)[OH:9])[CH:17]=2)[N:22]=[C:21]([O:38][CH2:37][CH2:36][O:35][CH3:34])[C:20]=1[C:27]1[CH:28]=[CH:29][CH:30]=[CH:31][CH:32]=1. The catalyst class is: 25.